The task is: Predict the reaction yield, written as a fraction of the theoretical maximum amount of product (1.0 means a 100% yield; for example, 0.34 means a 34% yield).. This data is from Reaction yield outcomes from USPTO patents with 853,638 reactions. (1) The reactants are [F:1][C:2]1[CH:10]=[C:9]([OH:11])[CH:8]=[CH:7][C:3]=1[C:4]([OH:6])=[O:5].S(=O)(=O)(O)O.[CH3:17]O. No catalyst specified. The product is [F:1][C:2]1[CH:10]=[C:9]([OH:11])[CH:8]=[CH:7][C:3]=1[C:4]([O:6][CH3:17])=[O:5]. The yield is 0.850. (2) The reactants are Br[C:2]1[CH:3]=[C:4]2[CH:10]=[N:9][NH:8][C:5]2=[CH:6][N:7]=1.C([O-])([O-])=O.[Na+].[Na+].[N:17]1[CH:22]=[CH:21][CH:20]=[C:19](B(O)O)[CH:18]=1. The catalyst is CN(C=O)C. The product is [N:17]1[CH:22]=[CH:21][CH:20]=[C:19]([C:2]2[CH:3]=[C:4]3[CH:10]=[N:9][NH:8][C:5]3=[CH:6][N:7]=2)[CH:18]=1. The yield is 0.600. (3) The reactants are [NH:1]([C:8]1[CH:13]=[CH:12][N:11]=[C:10]([NH:14][C:15]2[CH:20]=[CH:19][C:18]([O:21][CH2:22][CH:23]3[O:25][CH2:24]3)=[CH:17][CH:16]=2)[N:9]=1)[C:2]1[CH:7]=[CH:6][CH:5]=[CH:4][CH:3]=1.[CH3:26][NH:27][CH3:28]. The catalyst is CN(C=O)C.CCO. The product is [CH3:26][N:27]([CH2:24][CH:23]([OH:25])[CH2:22][O:21][C:18]1[CH:17]=[CH:16][C:15]([NH:14][C:10]2[N:9]=[C:8]([NH:1][C:2]3[CH:3]=[CH:4][CH:5]=[CH:6][CH:7]=3)[CH:13]=[CH:12][N:11]=2)=[CH:20][CH:19]=1)[CH3:28]. The yield is 0.180. (4) The reactants are [Cl-].O[NH3+:3].[C:4](=[O:7])([O-])[OH:5].[Na+].CS(C)=O.[CH2:13]([C:17]1[N:18]([CH2:34][C:35]2[CH:40]=[CH:39][C:38]([C:41]3[C:42]([C:47]#[N:48])=[CH:43][CH:44]=[CH:45][CH:46]=3)=[CH:37][C:36]=2[F:49])[C:19](=[O:33])[C:20]([C:24]2[CH:25]=[CH:26][C:27]3[O:31][CH2:30][CH2:29][C:28]=3[CH:32]=2)=[C:21]([CH3:23])[N:22]=1)[CH2:14][CH2:15][CH3:16]. The catalyst is O. The product is [CH2:13]([C:17]1[N:18]([CH2:34][C:35]2[CH:40]=[CH:39][C:38]([C:41]3[CH:46]=[CH:45][CH:44]=[CH:43][C:42]=3[C:47]3[NH:3][C:4](=[O:7])[O:5][N:48]=3)=[CH:37][C:36]=2[F:49])[C:19](=[O:33])[C:20]([C:24]2[CH:25]=[CH:26][C:27]3[O:31][CH2:30][CH2:29][C:28]=3[CH:32]=2)=[C:21]([CH3:23])[N:22]=1)[CH2:14][CH2:15][CH3:16]. The yield is 0.840.